This data is from Reaction yield outcomes from USPTO patents with 853,638 reactions. The task is: Predict the reaction yield, written as a fraction of the theoretical maximum amount of product (1.0 means a 100% yield; for example, 0.34 means a 34% yield). (1) The reactants are [CH3:1][O:2][C:3]1[CH:4]=[C:5]2[C:10](=[CH:11][C:12]=1[O:13][CH3:14])[N:9]=[CH:8][CH:7]=[C:6]2[O:15][C:16]1[C:22]([CH3:23])=[CH:21][C:19]([NH2:20])=[C:18]([CH3:24])[CH:17]=1.Cl[C:26](Cl)([O:28][C:29](=[O:35])OC(Cl)(Cl)Cl)Cl.[CH3:37][C:38](=C)[CH2:39]O.C(=O)(O)[O-].[Na+]. The catalyst is C(Cl)Cl.C(N(CC)CC)C.C1(C)C=CC=CC=1. The product is [CH3:1][O:2][C:3]1[CH:4]=[C:5]2[C:10](=[CH:11][C:12]=1[O:13][CH3:14])[N:9]=[CH:8][CH:7]=[C:6]2[O:15][C:16]1[C:22]([CH3:23])=[CH:21][C:19]([NH:20][C:29](=[O:35])[O:28][CH2:26][C:38]([CH3:39])=[CH2:37])=[C:18]([CH3:24])[CH:17]=1. The yield is 0.450. (2) The reactants are [CH3:1][O:2][C:3](=[O:13])[CH2:4][C:5]1[CH:10]=[CH:9][C:8]([S:11][CH3:12])=[CH:7][CH:6]=1.[Br:14]Br. The catalyst is C(Cl)(Cl)(Cl)Cl. The product is [CH3:1][O:2][C:3](=[O:13])[CH2:4][C:5]1[CH:10]=[CH:9][C:8]([S:11][CH3:12])=[C:7]([Br:14])[CH:6]=1. The yield is 0.840. (3) The reactants are [Br-].[Br-].[NH2:3][C:4]1[N:9]=[C:8]([NH2:10])[C:7]([NH2:11])=[C:6]([NH2:12])[N:5]=1.[Br:13][CH2:14][C:15](=O)[CH:16]=NO. The catalyst is CO. The product is [NH2:3][C:4]1[N:9]=[C:8]([NH2:10])[C:7]2[C:6](=[N:12][CH:16]=[C:15]([CH2:14][Br:13])[N:11]=2)[N:5]=1. The yield is 0.880. (4) The reactants are [N+:1]([C:4]1[CH:5]=[C:6]([C:10]([NH:12][NH2:13])=[O:11])[CH:7]=[CH:8][CH:9]=1)([O-:3])=[O:2].[N-:14]=[C:15]=[S:16].[Cl:17][C:18]1[CH:19]=[CH:20][CH:21]=[CH:22][C:23]=1[CH3:24]. No catalyst specified. The product is [Cl:17][C:18]1[CH:19]=[C:20]([NH:14][C:15]([NH:13][NH:12][C:10]([C:6]2[CH:7]=[CH:8][CH:9]=[C:4]([N+:1]([O-:3])=[O:2])[CH:5]=2)=[O:11])=[S:16])[CH:21]=[CH:22][C:23]=1[CH3:24]. The yield is 0.960.